Regression. Given a peptide amino acid sequence and an MHC pseudo amino acid sequence, predict their binding affinity value. This is MHC class I binding data. From a dataset of Peptide-MHC class I binding affinity with 185,985 pairs from IEDB/IMGT. (1) The binding affinity (normalized) is 0.628. The MHC is Mamu-A11 with pseudo-sequence Mamu-A11. The peptide sequence is REPHNEWTL. (2) The peptide sequence is YHQRFVQAL. The MHC is BoLA-JSP.1 with pseudo-sequence BoLA-JSP.1. The binding affinity (normalized) is 0.352.